From a dataset of Peptide-MHC class II binding affinity with 134,281 pairs from IEDB. Regression. Given a peptide amino acid sequence and an MHC pseudo amino acid sequence, predict their binding affinity value. This is MHC class II binding data. (1) The peptide sequence is KAERADLIAYLKQATAK. The MHC is H-2-IEk with pseudo-sequence H-2-IEk. The binding affinity (normalized) is 0.293. (2) The peptide sequence is DVKFPGGGQIVGGVP. The MHC is HLA-DQA10501-DQB10301 with pseudo-sequence HLA-DQA10501-DQB10301. The binding affinity (normalized) is 0.666. (3) The peptide sequence is SQDLELSWILNGLQAY. The MHC is DRB1_0401 with pseudo-sequence DRB1_0401. The binding affinity (normalized) is 0.543.